From a dataset of Forward reaction prediction with 1.9M reactions from USPTO patents (1976-2016). Predict the product of the given reaction. (1) Given the reactants C(Cl)(=O)C(Cl)=O.CS(C)=O.[C:11]([O:15][C:16]([N:18]1[CH2:23][CH2:22][CH:21]([CH2:24][OH:25])[CH2:20][CH2:19]1)=[O:17])([CH3:14])([CH3:13])[CH3:12].[Cl-].[NH4+], predict the reaction product. The product is: [C:11]([O:15][C:16]([N:18]1[CH2:23][CH2:22][CH:21]([CH:24]=[O:25])[CH2:20][CH2:19]1)=[O:17])([CH3:14])([CH3:13])[CH3:12]. (2) Given the reactants C([O:3][C:4](=O)[CH:5]([NH:17][C:18]([C:20]1[C:29]2[C:24](=[CH:25][CH:26]=[C:27]([O:30][CH3:31])[CH:28]=2)[N:23]=[C:22]([C:32]2[CH:37]=[C:36]([O:38][CH3:39])[C:35]([O:40][CH3:41])=[C:34]([O:42][CH3:43])[CH:33]=2)[CH:21]=1)=[O:19])[CH2:6][C:7]1[C:16]2[C:11](=[CH:12][CH:13]=[CH:14][CH:15]=2)[CH:10]=[CH:9][CH:8]=1)C.[BH4-].[Li+], predict the reaction product. The product is: [OH:3][CH2:4][CH:5]([NH:17][C:18]([C:20]1[C:29]2[C:24](=[CH:25][CH:26]=[C:27]([O:30][CH3:31])[CH:28]=2)[N:23]=[C:22]([C:32]2[CH:37]=[C:36]([O:38][CH3:39])[C:35]([O:40][CH3:41])=[C:34]([O:42][CH3:43])[CH:33]=2)[CH:21]=1)=[O:19])[CH2:6][C:7]1[C:16]2[C:11](=[CH:12][CH:13]=[CH:14][CH:15]=2)[CH:10]=[CH:9][CH:8]=1. (3) Given the reactants [Br:1][C:2]1[CH:10]=[C:9]2[C:5]([CH:6]=[N:7][NH:8]2)=[CH:4][C:3]=1[O:11][C:12]1[CH:17]=[CH:16][C:15]([F:18])=[CH:14][C:13]=1[F:19].C(=O)([O-])[O-].[Cs+].[Cs+].Cl[CH2:27][C:28](=[O:30])[CH3:29], predict the reaction product. The product is: [Br:1][C:2]1[CH:10]=[C:9]2[C:5]([CH:6]=[N:7][N:8]2[CH2:27][C:28](=[O:30])[CH3:29])=[CH:4][C:3]=1[O:11][C:12]1[CH:17]=[CH:16][C:15]([F:18])=[CH:14][C:13]=1[F:19]. (4) Given the reactants Br[CH:2]([C:7]([C:9]1[CH:14]=[CH:13][C:12]([Cl:15])=[CH:11][CH:10]=1)=O)[CH2:3][C:4]([OH:6])=[O:5].[C:16]([N:19]1[CH2:24][CH2:23][CH:22]([CH:25]([C:29]2[CH:34]=[CH:33][CH:32]=[CH:31][CH:30]=2)[C:26]([NH2:28])=[S:27])[CH2:21][CH2:20]1)(=[O:18])[CH3:17].C(N1CCC(C2C=CC=CC=2)(C(=S)N)CC1)(=O)C, predict the reaction product. The product is: [C:16]([N:19]1[CH2:24][CH2:23][CH:22]([CH:25]([C:29]2[CH:30]=[CH:31][CH:32]=[CH:33][CH:34]=2)[C:26]2[S:27][C:2]([CH2:3][C:4]([OH:6])=[O:5])=[C:7]([C:9]3[CH:14]=[CH:13][C:12]([Cl:15])=[CH:11][CH:10]=3)[N:28]=2)[CH2:21][CH2:20]1)(=[O:18])[CH3:17]. (5) Given the reactants [CH3:1][C:2]1[CH:3]=[C:4]([CH:8]=[CH:9][C:10]=1[C:11]([N:13]1[CH2:17][CH2:16][CH2:15][CH2:14]1)=[O:12])[C:5]([OH:7])=O.CN(C(ON1N=NC2C=CC=CC1=2)=[N+](C)C)C.[B-](F)(F)(F)F.C(N(C(C)C)CC)(C)C.[Cl:49][C:50]1[CH:65]=[CH:64][C:53]2[NH:54][C:55]([C@@H:57]([NH2:63])[CH2:58][C:59]([O:61][CH3:62])=[O:60])=[N:56][C:52]=2[CH:51]=1.ClCl, predict the reaction product. The product is: [Cl:49][C:50]1[CH:65]=[CH:64][C:53]2[NH:54][C:55]([C@@H:57]([NH:63][C:5](=[O:7])[C:4]3[CH:8]=[CH:9][C:10]([C:11]([N:13]4[CH2:17][CH2:16][CH2:15][CH2:14]4)=[O:12])=[C:2]([CH3:1])[CH:3]=3)[CH2:58][C:59]([O:61][CH3:62])=[O:60])=[N:56][C:52]=2[CH:51]=1. (6) The product is: [F:21][C:2]([F:20])([F:1])[C:3]1[CH:4]=[CH:5][C:6]([C:9]2[C:17]3[O:16][CH:15]([CH2:18][NH:19][C:32](=[O:33])[O:34][CH2:35][C:36]4[CH:41]=[CH:40][CH:39]=[CH:38][CH:37]=4)[CH2:14][C:13]=3[CH:12]=[CH:11][CH:10]=2)=[CH:7][CH:8]=1. Given the reactants [F:1][C:2]([F:21])([F:20])[C:3]1[CH:8]=[CH:7][C:6]([C:9]2[C:17]3[O:16][CH:15]([CH2:18][NH2:19])[CH2:14][C:13]=3[CH:12]=[CH:11][CH:10]=2)=[CH:5][CH:4]=1.C(N(C(C)C)CC)(C)C.Cl[C:32]([O:34][CH2:35][C:36]1[CH:41]=[CH:40][CH:39]=[CH:38][CH:37]=1)=[O:33], predict the reaction product. (7) Given the reactants [Cl:1][CH2:2][CH2:3][CH2:4][CH2:5][OH:6].CS([C:11]1[N:16]=[C:15]([CH3:17])[C:14]([C:18]([O:20][CH2:21][CH2:22][C:23]([CH3:27])=[C:24]([F:26])[F:25])=[O:19])=[CH:13][N:12]=1)(=O)=O.C(N(CC)CC)C, predict the reaction product. The product is: [Cl:1][CH2:2][CH2:3][CH2:4][CH2:5][O:6][C:11]1[N:16]=[C:15]([CH3:17])[C:14]([C:18]([O:20][CH2:21][CH2:22][C:23]([CH3:27])=[C:24]([F:26])[F:25])=[O:19])=[CH:13][N:12]=1.